Dataset: Forward reaction prediction with 1.9M reactions from USPTO patents (1976-2016). Task: Predict the product of the given reaction. Given the reactants [NH2:1][C:2]1[C:3]2[CH:11]=[CH:10][N:9]([C:12]3[C:17]([CH3:18])=[CH:16][C:15]([CH3:19])=[CH:14][C:13]=3[CH3:20])[C:4]=2[C:5](=[O:8])[NH:6][N:7]=1.[H-].[Na+].[CH3:23]I, predict the reaction product. The product is: [NH2:1][C:2]1[C:3]2[CH:11]=[CH:10][N:9]([C:12]3[C:13]([CH3:20])=[CH:14][C:15]([CH3:19])=[CH:16][C:17]=3[CH3:18])[C:4]=2[C:5](=[O:8])[N:6]([CH3:23])[N:7]=1.